Dataset: Full USPTO retrosynthesis dataset with 1.9M reactions from patents (1976-2016). Task: Predict the reactants needed to synthesize the given product. (1) Given the product [C:1]([O:4][CH2:5][CH2:6][N:7]1[C:11]([CH2:12][S:13]([C:14]2[CH:15]=[CH:16][C:17]([NH:20][C:21]([C:23]3[CH2:24][CH2:25][N:26]([CH2:48][CH:49]([CH3:50])[CH3:51])[C:27]4[CH:33]=[CH:32][C:31]([C:34]5[CH:39]=[CH:38][C:37]([O:40][CH2:41][CH2:42][O:43][CH2:44][CH2:45][CH2:46][CH3:47])=[CH:36][CH:35]=5)=[CH:30][C:28]=4[CH:29]=3)=[O:22])=[CH:18][CH:19]=2)=[O:60])=[CH:10][N:9]=[CH:8]1)(=[O:3])[CH3:2], predict the reactants needed to synthesize it. The reactants are: [C:1]([O:4][CH2:5][CH2:6][N:7]1[C:11]([CH2:12][S:13][C:14]2[CH:19]=[CH:18][C:17]([NH:20][C:21]([C:23]3[CH2:24][CH2:25][N:26]([CH2:48][CH:49]([CH3:51])[CH3:50])[C:27]4[CH:33]=[CH:32][C:31]([C:34]5[CH:39]=[CH:38][C:37]([O:40][CH2:41][CH2:42][O:43][CH2:44][CH2:45][CH2:46][CH3:47])=[CH:36][CH:35]=5)=[CH:30][C:28]=4[CH:29]=3)=[O:22])=[CH:16][CH:15]=2)=[CH:10][N:9]=[CH:8]1)(=[O:3])[CH3:2].ClC1C=CC=C(C(OO)=[O:60])C=1.S([O-])([O-])(=O)=S.[Na+].[Na+]. (2) Given the product [CH2:10]([S:13][C:14]1[CH:21]=[CH:20][CH:19]=[CH:18][C:15]=1[CH:16]=[O:17])[CH3:11], predict the reactants needed to synthesize it. The reactants are: FC1C=CC=CC=1C=O.[CH:10]([S:13][C:14]1[CH:21]=[CH:20][CH:19]=[CH:18][C:15]=1[CH:16]=[O:17])(C)[CH3:11].